This data is from TCR-epitope binding with 47,182 pairs between 192 epitopes and 23,139 TCRs. The task is: Binary Classification. Given a T-cell receptor sequence (or CDR3 region) and an epitope sequence, predict whether binding occurs between them. (1) The epitope is EILDITPCSF. The TCR CDR3 sequence is CASSLRRQGEGEQFF. Result: 1 (the TCR binds to the epitope). (2) The epitope is KTSVDCTMYI. Result: 1 (the TCR binds to the epitope). The TCR CDR3 sequence is CASSLGQGATYEQYF.